Dataset: Reaction yield outcomes from USPTO patents with 853,638 reactions. Task: Predict the reaction yield, written as a fraction of the theoretical maximum amount of product (1.0 means a 100% yield; for example, 0.34 means a 34% yield). The product is [CH2:30]([C@H:29]([NH:37][C:14](=[O:16])[C@H:3]([C:2]([CH3:1])([CH3:18])[CH3:17])[NH:4][C:5]([O:7][CH2:8][C:9]1[S:13][CH:12]=[N:11][CH:10]=1)=[O:6])[C@@H:28]([OH:38])[CH2:27][C@@H:26]([NH:39][C:40]([O:41][C:42]([CH3:43])([CH3:44])[CH3:45])=[O:46])[CH2:19][C:20]1[CH:21]=[CH:22][CH:23]=[CH:24][CH:25]=1)[C:31]1[CH:32]=[CH:33][CH:34]=[CH:35][CH:36]=1. The catalyst is CN(C)C=O. The yield is 0.767. The reactants are [CH3:1][C:2]([CH3:18])([CH3:17])[C@@H:3]([C:14]([OH:16])=O)[NH:4][C:5]([O:7][CH2:8][C:9]1[S:13][CH:12]=[N:11][CH:10]=1)=[O:6].[CH2:19]([C@H:26]([NH:39][C:40](=[O:46])[O:41][C:42]([CH3:45])([CH3:44])[CH3:43])[CH2:27][C@H:28]([OH:38])[C@@H:29]([NH2:37])[CH2:30][C:31]1[CH:36]=[CH:35][CH:34]=[CH:33][CH:32]=1)[C:20]1[CH:25]=[CH:24][CH:23]=[CH:22][CH:21]=1.Cl.CN(C)CCCN=C=NCC.ON1C2C=CC=CC=2N=N1.CN1CCOCC1.